Predict the reaction yield, written as a fraction of the theoretical maximum amount of product (1.0 means a 100% yield; for example, 0.34 means a 34% yield). From a dataset of Reaction yield outcomes from USPTO patents with 853,638 reactions. (1) The reactants are [C:1]([C:4]1[CH:9]=[C:8]([O:10][C:11]2[CH:16]=[CH:15][C:14]([NH:17][C:18]3[C:23]([C:24]([NH:26][C:27]4[CH:32]=[CH:31][C:30]([F:33])=[CH:29][C:28]=4[F:34])=[O:25])=[CH:22][N:21]=[C:20](S(C)(=O)=O)[N:19]=3)=[CH:13][C:12]=2[F:39])[CH:7]=[CH:6][N:5]=1)(=[O:3])[NH2:2].[NH:40]1[CH2:45][CH2:44][O:43][CH2:42][CH2:41]1. The catalyst is C1COCC1. The product is [C:1]([C:4]1[CH:9]=[C:8]([O:10][C:11]2[CH:16]=[CH:15][C:14]([NH:17][C:18]3[C:23]([C:24]([NH:26][C:27]4[CH:32]=[CH:31][C:30]([F:33])=[CH:29][C:28]=4[F:34])=[O:25])=[CH:22][N:21]=[C:20]([N:40]4[CH2:45][CH2:44][O:43][CH2:42][CH2:41]4)[N:19]=3)=[CH:13][C:12]=2[F:39])[CH:7]=[CH:6][N:5]=1)(=[O:3])[NH2:2]. The yield is 0.750. (2) The reactants are C(OC([N:8]([CH2:37][C:38]([O:40]C(C)(C)C)=[O:39])[C:9]1[CH:14]=[CH:13][CH:12]=[C:11]([CH:15]([CH2:26][C:27]2[CH:32]=[CH:31][CH:30]=[C:29]([C:33]([CH3:36])([CH3:35])[CH3:34])[CH:28]=2)[NH:16][S:17]([C:20]2[CH:21]=[N:22][CH:23]=[CH:24][CH:25]=2)(=[O:19])=[O:18])[N:10]=1)=O)(C)(C)C.[ClH:45].O1CCOCC1. The catalyst is C(Cl)Cl. The product is [ClH:45].[C:33]([C:29]1[CH:28]=[C:27]([CH:32]=[CH:31][CH:30]=1)[CH2:26][CH:15]([NH:16][S:17]([C:20]1[CH:21]=[N:22][CH:23]=[CH:24][CH:25]=1)(=[O:18])=[O:19])[C:11]1[N:10]=[C:9]([NH:8][CH2:37][C:38]([OH:40])=[O:39])[CH:14]=[CH:13][CH:12]=1)([CH3:36])([CH3:34])[CH3:35]. The yield is 0.890. (3) The reactants are [OH:1][C:2]1[CH:12]=[CH:11][C:5]([C:6]([O:8][CH2:9][CH3:10])=[O:7])=[CH:4][CH:3]=1.C(=O)([O-])[O-].[K+].[K+].[CH3:19][C:20]([CH3:24])=[CH:21][CH2:22]Cl. The catalyst is C(#N)C. The product is [CH3:19][C:20]([CH3:24])=[CH:21][CH2:22][O:1][C:2]1[CH:3]=[CH:4][C:5]([C:6]([O:8][CH2:9][CH3:10])=[O:7])=[CH:11][CH:12]=1. The yield is 0.950. (4) The reactants are [NH2:1][C:2]1[C:3]([NH:21][C@@H:22]2[C@H:26]([CH2:27][CH3:28])[CH2:25][C@H:24]([NH:29][S:30]([CH:33]3[CH2:35][CH2:34]3)(=[O:32])=[O:31])[CH2:23]2)=[C:4]2[CH:10]=[CH:9][N:8]([S:11]([C:14]3[CH:20]=[CH:19][C:17]([CH3:18])=[CH:16][CH:15]=3)(=[O:13])=[O:12])[C:5]2=[N:6][CH:7]=1.[N:36]#[C:37]Br. The catalyst is CO. The product is [NH2:36][C:37]1[N:21]([C@@H:22]2[C@H:26]([CH2:27][CH3:28])[CH2:25][C@H:24]([NH:29][S:30]([CH:33]3[CH2:35][CH2:34]3)(=[O:31])=[O:32])[CH2:23]2)[C:3]2=[C:4]3[CH:10]=[CH:9][N:8]([S:11]([C:14]4[CH:15]=[CH:16][C:17]([CH3:18])=[CH:19][CH:20]=4)(=[O:12])=[O:13])[C:5]3=[N:6][CH:7]=[C:2]2[N:1]=1. The yield is 0.670. (5) The reactants are [CH2:1]([N:8]1[CH2:13][CH2:12][C@H:11]([OH:14])[C@H:10]([CH2:15][O:16]S(C2C=CC(C)=CC=2)(=O)=O)[CH2:9]1)[C:2]1[CH:7]=[CH:6][CH:5]=[CH:4][CH:3]=1.C(=O)([O-])[O-].[K+].[K+].O.C(OCC)(=O)C.[F:40][C:41]1[CH:46]=[CH:45][CH:44]=[CH:43][C:42]=1O. The catalyst is CN(C)C=O. The product is [CH2:1]([N:8]1[CH2:13][CH2:12][C@H:11]([OH:14])[C@H:10]([CH2:15][O:16][C:42]2[CH:43]=[CH:44][CH:45]=[CH:46][C:41]=2[F:40])[CH2:9]1)[C:2]1[CH:3]=[CH:4][CH:5]=[CH:6][CH:7]=1. The yield is 0.320. (6) The reactants are [F:1][C:2]1[CH:3]=[C:4]([CH:8]=[CH:9][C:10]=1[C:11]1[CH:16]=[N:15][C:14]([O:17][CH2:18][CH:19]2[CH2:24][CH2:23][N:22]([CH2:25][C:26]3([C:30]([F:33])([F:32])[F:31])[CH2:29][CH2:28][CH2:27]3)[CH2:21][CH2:20]2)=[CH:13][N:12]=1)[C:5]([OH:7])=O.Cl.[NH:35]1[CH2:40][CH2:39][CH2:38][C@@H:37]([OH:41])[CH2:36]1.C(Cl)CCl.C1C=CC2N(O)N=NC=2C=1.CCN(C(C)C)C(C)C. The catalyst is CN(C=O)C.O. The product is [F:1][C:2]1[CH:3]=[C:4]([C:5]([N:35]2[CH2:40][CH2:39][CH2:38][C@@H:37]([OH:41])[CH2:36]2)=[O:7])[CH:8]=[CH:9][C:10]=1[C:11]1[CH:16]=[N:15][C:14]([O:17][CH2:18][CH:19]2[CH2:20][CH2:21][N:22]([CH2:25][C:26]3([C:30]([F:33])([F:32])[F:31])[CH2:27][CH2:28][CH2:29]3)[CH2:23][CH2:24]2)=[CH:13][N:12]=1. The yield is 0.360.